Dataset: Reaction yield outcomes from USPTO patents with 853,638 reactions. Task: Predict the reaction yield, written as a fraction of the theoretical maximum amount of product (1.0 means a 100% yield; for example, 0.34 means a 34% yield). (1) The yield is 0.580. The catalyst is CO.O. The product is [CH2:1]([CH:3]([C:6]1[C:10]([CH2:11][CH2:12][CH2:13][OH:14])=[CH:9][N:8]([C:15]2[CH:20]=[CH:19][C:18]([C:21]([F:23])([F:24])[F:22])=[CH:17][N:16]=2)[N:7]=1)[CH2:4][CH3:5])[CH3:2]. The reactants are [CH2:1]([CH:3]([C:6]1[C:10]([CH2:11][CH2:12][CH:13]=[O:14])=[CH:9][N:8]([C:15]2[CH:20]=[CH:19][C:18]([C:21]([F:24])([F:23])[F:22])=[CH:17][N:16]=2)[N:7]=1)[CH2:4][CH3:5])[CH3:2].[BH4-].[Na+].Cl.[OH-].[Na+]. (2) The reactants are [CH3:1][C:2]1[CH:37]=[CH:36][CH:35]=[CH:34][C:3]=1[CH2:4][O:5][C:6]1[CH:7]=[C:8]([CH:22]=[C:23]([O:25][CH2:26][C:27]2[CH:32]=[CH:31][CH:30]=[CH:29][C:28]=2[CH3:33])[CH:24]=1)[C:9]([NH:11][C:12]1[N:17]=[CH:16][C:15]([C:18]([O:20]C)=[O:19])=[CH:14][CH:13]=1)=[O:10].CO.O.[OH-].[Na+]. The catalyst is C1COCC1. The product is [CH3:33][C:28]1[CH:29]=[CH:30][CH:31]=[CH:32][C:27]=1[CH2:26][O:25][C:23]1[CH:22]=[C:8]([CH:7]=[C:6]([O:5][CH2:4][C:3]2[CH:34]=[CH:35][CH:36]=[CH:37][C:2]=2[CH3:1])[CH:24]=1)[C:9]([NH:11][C:12]1[N:17]=[CH:16][C:15]([C:18]([OH:20])=[O:19])=[CH:14][CH:13]=1)=[O:10]. The yield is 0.940. (3) The catalyst is CN1C(=O)CCC1.O. The yield is 0.890. The reactants are [CH3:1][O:2][C:3]1[CH:16]=[CH:15][C:6]([CH2:7][N:8]2[C:12]([NH2:13])=[N:11][C:10]([NH2:14])=[N:9]2)=[CH:5][CH:4]=1.Br[C:18]1[C:19](=[O:26])[N:20]([CH3:25])[N:21]=[C:22]([Cl:24])[CH:23]=1.C([O-])([O-])=O.[K+].[K+]. The product is [NH2:13][C:12]1[N:8]([CH2:7][C:6]2[CH:5]=[CH:4][C:3]([O:2][CH3:1])=[CH:16][CH:15]=2)[N:9]=[C:10]([NH:14][C:18]2[C:19](=[O:26])[N:20]([CH3:25])[N:21]=[C:22]([Cl:24])[CH:23]=2)[N:11]=1. (4) The product is [CH3:20][CH:19]([CH3:21])[C@H:2]([NH:1][CH2:22][CH2:23][CH3:24])[CH2:3][C@H:4]([C:10]1[S:11][CH:12]=[C:13]([C:15]([O:17][CH3:18])=[O:16])[N:14]=1)[O:5][C:6](=[O:9])[NH:7][CH3:8]. The catalyst is C(Cl)Cl. The reactants are [NH2:1][C@@H:2]([CH:19]([CH3:21])[CH3:20])[CH2:3][C@H:4]([C:10]1[S:11][CH:12]=[C:13]([C:15]([O:17][CH3:18])=[O:16])[N:14]=1)[O:5][C:6](=[O:9])[NH:7][CH3:8].[CH:22](=O)[CH2:23][CH3:24].C(O[BH-](OC(=O)C)OC(=O)C)(=O)C.[Na+]. The yield is 0.930. (5) The reactants are [Li+].[BH4-].[N:3]1([C:15]([O:17][CH2:18][C:19]2[CH:24]=[CH:23][CH:22]=[CH:21][CH:20]=2)=[O:16])[CH2:9][CH2:8][CH:7]=[C:6]([C:10](OCC)=[O:11])[CH2:5][CH2:4]1.C(OCC)(=O)C.CCCCCC. The catalyst is C1COCC1. The product is [OH:11][CH2:10][CH:6]1[CH2:7][CH2:8][CH2:9][N:3]([C:15]([O:17][CH2:18][C:19]2[CH:20]=[CH:21][CH:22]=[CH:23][CH:24]=2)=[O:16])[CH2:4][CH2:5]1. The yield is 0.600. (6) The reactants are [NH2:1][N:2]1[C:6]([C:7](=[O:9])[NH2:8])=[CH:5][C:4]([C:10]([O:12][CH3:13])=[O:11])=[CH:3]1.F[C:15]1[CH:20]=[CH:19][C:18]([CH:21]2[O:25]C(=O)[O:23][C:22]2=O)=[CH:17][CH:16]=1. The catalyst is C1COCC1. The product is [C:7]([C:6]1[N:2]([NH:1][C:22](=[O:23])[CH:21]([OH:25])[C:18]2[CH:19]=[CH:20][CH:15]=[CH:16][CH:17]=2)[CH:3]=[C:4]([C:10]([O:12][CH3:13])=[O:11])[CH:5]=1)(=[O:9])[NH2:8]. The yield is 0.750. (7) The reactants are [F:1][C:2]1[CH:10]=[C:9]2[C:5]([C:6]([NH2:11])=[N:7][NH:8]2)=[CH:4][CH:3]=1.[C:12](N1C=CC=CC1=O)(N1C=CC=CC1=O)=[S:13]. The catalyst is ClCCl. The product is [F:1][C:2]1[CH:10]=[C:9]2[C:5]([C:6]([N:11]=[C:12]=[S:13])=[N:7][NH:8]2)=[CH:4][CH:3]=1. The yield is 0.730.